The task is: Predict the product of the given reaction.. This data is from Forward reaction prediction with 1.9M reactions from USPTO patents (1976-2016). Given the reactants [F:1][C:2]([F:13])([F:12])[O:3][C:4]1[CH:11]=[CH:10][C:7]([CH:8]=O)=[CH:6][CH:5]=1.[C:14]([O:18][C:19](=[O:24])[NH:20][CH2:21][CH2:22][NH2:23])([CH3:17])([CH3:16])[CH3:15].C(O[BH-](OC(=O)C)OC(=O)C)(=O)C.[Na+], predict the reaction product. The product is: [C:14]([O:18][C:19](=[O:24])[NH:20][CH2:21][CH2:22][NH:23][CH2:8][C:7]1[CH:10]=[CH:11][C:4]([O:3][C:2]([F:13])([F:12])[F:1])=[CH:5][CH:6]=1)([CH3:17])([CH3:15])[CH3:16].